Dataset: Reaction yield outcomes from USPTO patents with 853,638 reactions. Task: Predict the reaction yield, written as a fraction of the theoretical maximum amount of product (1.0 means a 100% yield; for example, 0.34 means a 34% yield). (1) The reactants are Br[C:2]1[CH:7]=[CH:6][C:5]([Cl:8])=[CH:4][N:3]=1.CN([CH:12]=[O:13])C. The catalyst is C1COCC1. The product is [Cl:8][C:5]1[CH:6]=[CH:7][C:2]([CH:12]=[O:13])=[N:3][CH:4]=1. The yield is 0.570. (2) The reactants are [CH3:1][C:2]1[N:7]=[C:6]2[S:8][C:9]([NH:11]C(=O)OCC)=[N:10][C:5]2=[N:4][CH:3]=1.[OH-].[Na+].Cl. No catalyst specified. The product is [CH3:1][C:2]1[N:7]=[C:6]2[S:8][C:9]([NH2:11])=[N:10][C:5]2=[N:4][CH:3]=1. The yield is 0.506. (3) The yield is 0.320. The reactants are C(NC1C=CC(C2C=C3C(CN([C@@H](C(C)C)C(OC)=O)C3=O)=CC=2)=CC=1)(=O)C1C=CC=CC=1.[NH2:34][C:35]1[CH:40]=[CH:39][C:38]([C:41]2[CH:49]=[C:48]3[C:44]([CH2:45][N:46]([C@@H:51]([CH:56]([CH3:58])[CH3:57])[C:52]([O:54][CH3:55])=[O:53])[C:47]3=[O:50])=[CH:43][CH:42]=2)=[CH:37][CH:36]=1.[F:59][C:60]1[C:68]([C:69]([F:72])([F:71])[F:70])=[CH:67][CH:66]=[CH:65][C:61]=1[C:62](Cl)=[O:63]. The product is [F:59][C:60]1[C:68]([C:69]([F:70])([F:71])[F:72])=[CH:67][CH:66]=[CH:65][C:61]=1[C:62]([NH:34][C:35]1[CH:36]=[CH:37][C:38]([C:41]2[CH:49]=[C:48]3[C:44]([CH2:45][N:46]([C@@H:51]([CH:56]([CH3:58])[CH3:57])[C:52]([O:54][CH3:55])=[O:53])[C:47]3=[O:50])=[CH:43][CH:42]=2)=[CH:39][CH:40]=1)=[O:63]. No catalyst specified.